The task is: Predict which catalyst facilitates the given reaction.. This data is from Catalyst prediction with 721,799 reactions and 888 catalyst types from USPTO. (1) Reactant: [NH2:1][C@@H:2]1[CH2:7][CH2:6][C@H:5]([N:8]2[C:13](=[O:14])[C:12]3[CH:15]=[C:16]([F:19])[CH:17]=[N:18][C:11]=3[N:10]([C:20]3[CH:21]=[C:22]([C:26]4[CH:31]=[CH:30][CH:29]=[CH:28][CH:27]=4)[CH:23]=[CH:24][CH:25]=3)[C:9]2=[O:32])[CH2:4][CH2:3]1.CC([Si](C)(C)[O:38][CH2:39][CH:40]=O)(C)C.C(O[BH-](OC(=O)C)OC(=O)C)(=O)C.[Na+]. Product: [C:22]1([C:26]2[CH:31]=[CH:30][CH:29]=[CH:28][CH:27]=2)[CH:23]=[CH:24][CH:25]=[C:20]([N:10]2[C:11]3[N:18]=[CH:17][C:16]([F:19])=[CH:15][C:12]=3[C:13](=[O:14])[N:8]([C@H:5]3[CH2:6][CH2:7][C@@H:2]([NH:1][CH2:40][CH2:39][OH:38])[CH2:3][CH2:4]3)[C:9]2=[O:32])[CH:21]=1. The catalyst class is: 2. (2) Reactant: [CH3:1][O:2][C:3]1[CH:30]=[C:29]([O:31][CH3:32])[CH:28]=[CH:27][C:4]=1[CH2:5][NH:6][C:7]1[N:16]2[N:17]=[C:18]([CH2:20][OH:21])[N:19]=[C:15]2[C:14]2[C:9](=[C:10]3[O:24][C:23]([F:26])([F:25])[O:22][C:11]3=[CH:12][CH:13]=2)[N:8]=1.C(N(CC)C(C)C)(C)C.[CH3:42][S:43](Cl)(=[O:45])=[O:44]. Product: [CH3:42][S:43]([O:21][CH2:20][C:18]1[N:19]=[C:15]2[N:16]([C:7]([NH:6][CH2:5][C:4]3[CH:27]=[CH:28][C:29]([O:31][CH3:32])=[CH:30][C:3]=3[O:2][CH3:1])=[N:8][C:9]3[C:14]2=[CH:13][CH:12]=[C:11]2[O:22][C:23]([F:25])([F:26])[O:24][C:10]=32)[N:17]=1)(=[O:45])=[O:44]. The catalyst class is: 4. (3) Reactant: [Cl:1][C:2]1[CH:3]=[C:4]([NH:8][C:9]2[CH:14]=[C:13]([NH:15][C:16]3[CH:17]=[C:18]([CH:26]=[CH:27][CH:28]=3)[C:19]([O:21]C(C)(C)C)=[O:20])[N:12]3[N:29]=[CH:30][C:31]([CH:32]=[C:33]4[C:37](=[O:38])[NH:36][C:35](=[O:39])[NH:34]4)=[C:11]3[N:10]=2)[CH:5]=[CH:6][CH:7]=1. Product: [Cl:1][C:2]1[CH:3]=[C:4]([NH:8][C:9]2[CH:14]=[C:13]([NH:15][C:16]3[CH:17]=[C:18]([CH:26]=[CH:27][CH:28]=3)[C:19]([OH:21])=[O:20])[N:12]3[N:29]=[CH:30][C:31]([CH:32]=[C:33]4[C:37](=[O:38])[NH:36][C:35](=[O:39])[NH:34]4)=[C:11]3[N:10]=2)[CH:5]=[CH:6][CH:7]=1. The catalyst class is: 137.